Dataset: Forward reaction prediction with 1.9M reactions from USPTO patents (1976-2016). Task: Predict the product of the given reaction. The product is: [CH:11]1([CH2:14][CH2:15][NH:16][C:17]([C:19]2[N:20]=[N:21][C:22]([N:25]3[CH2:30][CH2:29][N:28]([C:4](=[O:5])[C:3]4[CH:7]=[CH:8][CH:9]=[CH:10][C:2]=4[F:1])[CH2:27][CH2:26]3)=[CH:23][CH:24]=2)=[O:18])[CH2:13][CH2:12]1. Given the reactants [F:1][C:2]1[CH:10]=[CH:9][CH:8]=[CH:7][C:3]=1[C:4](Cl)=[O:5].[CH:11]1([CH2:14][CH2:15][NH:16][C:17]([C:19]2[N:20]=[N:21][C:22]([N:25]3[CH2:30][CH2:29][NH:28][CH2:27][CH2:26]3)=[CH:23][CH:24]=2)=[O:18])[CH2:13][CH2:12]1, predict the reaction product.